Dataset: Catalyst prediction with 721,799 reactions and 888 catalyst types from USPTO. Task: Predict which catalyst facilitates the given reaction. (1) Reactant: [C:1]1([C:7]#[C:8]/[CH:9]=[CH:10]/[CH2:11]O)[CH:6]=[CH:5][CH:4]=[CH:3][CH:2]=1.P(Br)(Br)[Br:14]. Product: [Br:14][CH2:11]/[CH:10]=[CH:9]/[C:8]#[C:7][C:1]1[CH:6]=[CH:5][CH:4]=[CH:3][CH:2]=1. The catalyst class is: 133. (2) Reactant: [CH2:1]([O:3][C:4]1[CH:12]=[C:11]2[C:7]([C:8]([C:13]#[N:14])=[CH:9][NH:10]2)=[CH:6][CH:5]=1)[CH3:2].C([O-])([O-])=O.[Cs+].[Cs+].[CH:21]1(Br)[CH2:24][CH2:23][CH2:22]1. Product: [CH:21]1([N:10]2[C:11]3[C:7](=[CH:6][CH:5]=[C:4]([O:3][CH2:1][CH3:2])[CH:12]=3)[C:8]([C:13]#[N:14])=[CH:9]2)[CH2:24][CH2:23][CH2:22]1. The catalyst class is: 3. (3) Reactant: [F:1][C:2]([F:14])([F:13])[C:3]([C:5]1[CH:10]=[CH:9][CH:8]=[CH:7][C:6]=1[O:11][CH3:12])=[O:4]. Product: [F:1][C:2]([F:13])([F:14])[CH:3]([C:5]1[CH:10]=[CH:9][CH:8]=[CH:7][C:6]=1[O:11][CH3:12])[OH:4]. The catalyst class is: 43. (4) Reactant: C[Si]([N-][Si](C)(C)C)(C)C.[Na+].[Cl:11][C:12]1[CH:17]=[CH:16][C:15]([C:18]2([CH2:24][C:25]([N:27]3[C@@H:31]([C:32]4[CH:37]=[CH:36][CH:35]=[CH:34][CH:33]=4)[CH2:30][O:29][C:28]3=[O:38])=[O:26])[CH2:23][CH2:22][O:21][CH2:20][CH2:19]2)=[CH:14][CH:13]=1.CC(C1C=C(C(C)C)C(S([N:54]=[N+:55]=[N-:56])(=O)=O)=C(C(C)C)C=1)C.C(O)(=O)C. Product: [N:54]([C@@H:24]([C:18]1([C:15]2[CH:16]=[CH:17][C:12]([Cl:11])=[CH:13][CH:14]=2)[CH2:23][CH2:22][O:21][CH2:20][CH2:19]1)[C:25]([N:27]1[C@@H:31]([C:32]2[CH:33]=[CH:34][CH:35]=[CH:36][CH:37]=2)[CH2:30][O:29][C:28]1=[O:38])=[O:26])=[N+:55]=[N-:56]. The catalyst class is: 1. (5) Reactant: [CH3:1][O:2][C:3]1[N:8]=[CH:7][C:6]([CH2:9][NH:10][C:11]2[CH:30]=[CH:29][CH:28]=[CH:27][C:12]=2[C:13]([NH:15][C:16]2[CH:21]=[CH:20][C:19](Br)=[C:18]([C:23]([F:26])([F:25])[F:24])[CH:17]=2)=[O:14])=[CH:5][CH:4]=1.[CH2:31]([Sn](CCCC)(CCCC)C#CC)[CH2:32][CH2:33]C.[OH-].[Na+]. Product: [CH3:1][O:2][C:3]1[N:8]=[CH:7][C:6]([CH2:9][NH:10][C:11]2[CH:30]=[CH:29][CH:28]=[CH:27][C:12]=2[C:13]([NH:15][C:16]2[CH:21]=[CH:20][C:19]([C:31]#[C:32][CH3:33])=[C:18]([C:23]([F:26])([F:25])[F:24])[CH:17]=2)=[O:14])=[CH:5][CH:4]=1. The catalyst class is: 109.